From a dataset of CYP3A4 inhibition data for predicting drug metabolism from PubChem BioAssay. Regression/Classification. Given a drug SMILES string, predict its absorption, distribution, metabolism, or excretion properties. Task type varies by dataset: regression for continuous measurements (e.g., permeability, clearance, half-life) or binary classification for categorical outcomes (e.g., BBB penetration, CYP inhibition). Dataset: cyp3a4_veith. The compound is O=C1c2ccccc2C(=O)N1CC1CCCO1. The result is 0 (non-inhibitor).